Dataset: Full USPTO retrosynthesis dataset with 1.9M reactions from patents (1976-2016). Task: Predict the reactants needed to synthesize the given product. (1) Given the product [C:1]([O:9][C@H:10]([CH2:15][C:16]1[C:17]([CH2:26][OH:27])=[C:18]2[C:22](=[C:23]([Cl:25])[CH:24]=1)[NH:21][N:20]=[CH:19]2)[C:11]([O:13][CH3:14])=[O:12])(=[O:8])[C:2]1[CH:7]=[CH:6][CH:5]=[CH:4][CH:3]=1, predict the reactants needed to synthesize it. The reactants are: [C:1]([O:9][C@H:10]([CH2:15][C:16]1[C:17]([CH2:26][O:27]C(=O)C)=[C:18]2[C:22](=[C:23]([Cl:25])[CH:24]=1)[NH:21][N:20]=[CH:19]2)[C:11]([O:13][CH3:14])=[O:12])(=[O:8])[C:2]1[CH:7]=[CH:6][CH:5]=[CH:4][CH:3]=1.C(Cl)(Cl)Cl.CO.C[O-].[Mg+2].C[O-]. (2) Given the product [C:17]([O:21][C:22](=[O:37])[NH:23][C@@H:24]1[CH2:29][CH2:28][CH2:27][N:26]([C:30]2[CH:35]=[CH:34][C:33]([NH:36][C:2]3[C:11]4[C:6](=[CH:7][CH:8]=[C:9]([Cl:12])[N:10]=4)[N:5]=[CH:4][C:3]=3[C:13](=[O:16])[CH2:14][CH3:15])=[CH:32][N:31]=2)[CH2:25]1)([CH3:20])([CH3:18])[CH3:19], predict the reactants needed to synthesize it. The reactants are: Cl[C:2]1[C:11]2[C:6](=[CH:7][CH:8]=[C:9]([Cl:12])[N:10]=2)[N:5]=[CH:4][C:3]=1[C:13](=[O:16])[CH2:14][CH3:15].[C:17]([O:21][C:22](=[O:37])[NH:23][C@@H:24]1[CH2:29][CH2:28][CH2:27][N:26]([C:30]2[CH:35]=[CH:34][C:33]([NH2:36])=[CH:32][N:31]=2)[CH2:25]1)([CH3:20])([CH3:19])[CH3:18]. (3) Given the product [C:2]1([C:21]2[CH:20]=[CH:19][CH:24]=[CH:23][CH:22]=2)[CH:7]=[CH:6][CH:5]=[CH:4][CH:3]=1, predict the reactants needed to synthesize it. The reactants are: Cl[C:2]1[CH:7]=[CH:6][C:5](OC)=[CH:4][C:3]=1[N+]([O-])=O.C([O-])([O-])=O.[K+].[K+].[CH3:19][CH2:20][CH2:21][CH2:22][CH2:23][CH3:24].C(OCC)(=O)C. (4) Given the product [Cl:32][C:29]1[CH:28]=[CH:27][C:26]([CH:9]2[C:8]3[NH:4][C:5]([CH3:34])=[N:6][C:7]=3[C:11](=[O:12])[N:10]2[C:13]2[CH:14]=[C:15]([CH3:25])[C:16]3[N:17]([C:19]([CH:22]([F:24])[F:23])=[N:20][N:21]=3)[CH:18]=2)=[CH:31][CH:30]=1, predict the reactants needed to synthesize it. The reactants are: C([N:4]1[C:8]2[CH:9]([C:26]3[CH:31]=[CH:30][C:29]([Cl:32])=[CH:28][CH:27]=3)[N:10]([C:13]3[CH:14]=[C:15]([CH3:25])[C:16]4[N:17]([C:19]([CH:22]([F:24])[F:23])=[N:20][N:21]=4)[CH:18]=3)[C:11](=[O:12])[C:7]=2[N:6]=[C:5]1Br)C=C.[CH3:34]OB1OB(OC)OB(OC)O1. (5) Given the product [Cl:29][C:26]1[CH:25]=[N:24][C:23]([NH:1][CH2:2][C@@H:3]2[C@H:8]([CH3:9])[CH2:7][CH2:6][CH2:5][N:4]2[C:10]([C:12]2[C:21]3[C:16](=[CH:17][CH:18]=[CH:19][CH:20]=3)[CH:15]=[CH:14][N:13]=2)=[O:11])=[N:28][CH:27]=1, predict the reactants needed to synthesize it. The reactants are: [NH2:1][CH2:2][C@@H:3]1[C@H:8]([CH3:9])[CH2:7][CH2:6][CH2:5][N:4]1[C:10]([C:12]1[C:21]2[C:16](=[CH:17][CH:18]=[CH:19][CH:20]=2)[CH:15]=[CH:14][N:13]=1)=[O:11].Cl[C:23]1[N:28]=[CH:27][C:26]([Cl:29])=[CH:25][N:24]=1.